Dataset: Reaction yield outcomes from USPTO patents with 853,638 reactions. Task: Predict the reaction yield, written as a fraction of the theoretical maximum amount of product (1.0 means a 100% yield; for example, 0.34 means a 34% yield). (1) The reactants are [C:1]1([C:7]2[N:8]=[CH:9][NH:10][C:11]=2[C:12]2[CH:17]=[CH:16][CH:15]=[CH:14][CH:13]=2)[CH:6]=[CH:5][CH:4]=[CH:3][CH:2]=1.[H-].[Na+].[CH3:20][Si:21]([CH2:24][CH2:25][O:26][CH2:27]Cl)([CH3:23])[CH3:22]. No catalyst specified. The product is [C:1]1([C:7]2[N:8]=[CH:9][N:10]([CH2:27][O:26][CH2:25][CH2:24][Si:21]([CH3:23])([CH3:22])[CH3:20])[C:11]=2[C:12]2[CH:13]=[CH:14][CH:15]=[CH:16][CH:17]=2)[CH:6]=[CH:5][CH:4]=[CH:3][CH:2]=1. The yield is 0.640. (2) The reactants are Cl[C:2]1[CH:3]=[C:4]([NH:9][C:10]2[N:15]=[CH:14][C:13]([N:16]3[CH2:21][CH2:20][N:19]([C:22]([O:24][C:25]([CH3:28])([CH3:27])[CH3:26])=[O:23])[CH2:18][C:17]3=[O:29])=[CH:12][CH:11]=2)[C:5](=[O:8])[NH:6][N:7]=1.[F:30][C:31]1[CH:36]=[CH:35][C:34](B2OC(C)(C)C(C)(C)O2)=[CH:33][C:32]=1[NH:46][C:47]([C:49]1[S:53][C:52]2[CH2:54][CH2:55][CH2:56][CH2:57][C:51]=2[CH:50]=1)=[O:48].C(=O)([O-])[O-].[Na+].[Na+].Cl. The catalyst is C1C=CC([P]([Pd]([P](C2C=CC=CC=2)(C2C=CC=CC=2)C2C=CC=CC=2)([P](C2C=CC=CC=2)(C2C=CC=CC=2)C2C=CC=CC=2)[P](C2C=CC=CC=2)(C2C=CC=CC=2)C2C=CC=CC=2)(C2C=CC=CC=2)C2C=CC=CC=2)=CC=1.O.CN(C=O)C. The product is [F:30][C:31]1[CH:36]=[CH:35][C:34]([C:2]2[CH:3]=[C:4]([NH:9][C:10]3[N:15]=[CH:14][C:13]([N:16]4[CH2:21][CH2:20][N:19]([C:22]([O:24][C:25]([CH3:28])([CH3:27])[CH3:26])=[O:23])[CH2:18][C:17]4=[O:29])=[CH:12][CH:11]=3)[C:5](=[O:8])[NH:6][N:7]=2)=[CH:33][C:32]=1[NH:46][C:47]([C:49]1[S:53][C:52]2[CH2:54][CH2:55][CH2:56][CH2:57][C:51]=2[CH:50]=1)=[O:48]. The yield is 0.270.